This data is from Catalyst prediction with 721,799 reactions and 888 catalyst types from USPTO. The task is: Predict which catalyst facilitates the given reaction. (1) Reactant: O=S(Cl)Cl.[OH:5][C:6]1[C:11]2[CH2:12][C@@H:13]3[C:18]([CH3:20])([CH3:19])[C@:17]([CH3:21])([C:10]=2[CH:9]=[CH:8][CH:7]=1)[CH2:16][CH2:15][N:14]3[C:22]([C@@H:24]1[CH2:29][CH2:28][C@H:27]([C:30]([OH:32])=[O:31])[CH2:26][CH2:25]1)=[O:23]. Product: [C:10]([C:7]1[CH:8]=[CH:9][C:10]2[C@@:17]3([CH3:21])[C:18]([CH3:20])([CH3:19])[C@H:13]([N:14]([C:22]([C@@H:24]4[CH2:29][CH2:28][C@H:27]([C:30]([OH:32])=[O:31])[CH2:26][CH2:25]4)=[O:23])[CH2:15][CH2:16]3)[CH2:12][C:11]=2[C:6]=1[OH:5])([CH3:17])([CH3:11])[CH3:9]. The catalyst class is: 107. (2) Reactant: [OH-].[Na+].[C:3]([O:22][CH2:23][CH2:24][CH2:25][CH2:26][CH2:27][C:28]([O:30]C)=[O:29])([C:16]1[CH:21]=[CH:20][CH:19]=[CH:18][CH:17]=1)([C:10]1[CH:15]=[CH:14][CH:13]=[CH:12][CH:11]=1)[C:4]1[CH:9]=[CH:8][CH:7]=[CH:6][CH:5]=1. Product: [C:3]([O:22][CH2:23][CH2:24][CH2:25][CH2:26][CH2:27][C:28]([OH:30])=[O:29])([C:10]1[CH:11]=[CH:12][CH:13]=[CH:14][CH:15]=1)([C:16]1[CH:21]=[CH:20][CH:19]=[CH:18][CH:17]=1)[C:4]1[CH:5]=[CH:6][CH:7]=[CH:8][CH:9]=1. The catalyst class is: 20. (3) Reactant: Br[C:2]1[CH:7]=[CH:6][C:5]([C:8]2[CH:13]=[CH:12][C:11]([N:14]3[CH:18]=[CH:17][N:16]=[C:15]3[CH3:19])=[CH:10][CH:9]=2)=[CH:4][CH:3]=1.[Cl:20][C:21]1[CH:29]=[C:28]2[C:24]([CH2:25][C:26](=[O:30])[NH:27]2)=[CH:23][C:22]=1B1OC(C)(C)C(C)(C)O1.[O-]P([O-])([O-])=O.[K+].[K+].[K+]. The catalyst class is: 667. Product: [Cl:20][C:21]1[CH:29]=[C:28]2[C:24]([CH2:25][C:26](=[O:30])[NH:27]2)=[CH:23][C:22]=1[C:2]1[CH:7]=[CH:6][C:5]([C:8]2[CH:13]=[CH:12][C:11]([N:14]3[CH:18]=[CH:17][N:16]=[C:15]3[CH3:19])=[CH:10][CH:9]=2)=[CH:4][CH:3]=1.